From a dataset of Retrosynthesis with 50K atom-mapped reactions and 10 reaction types from USPTO. Predict the reactants needed to synthesize the given product. (1) Given the product CCOC(=O)CN1CCC(Cc2ccccc2)C1=O, predict the reactants needed to synthesize it. The reactants are: CCOC(=O)CBr.O=C1NCCC1Cc1ccccc1. (2) Given the product CN(C)[C@@H]1CCN(c2cc(O)c3c(=O)[nH]cnc3c2)C1, predict the reactants needed to synthesize it. The reactants are: CN(C)[C@@H]1CCNC1.O=c1[nH]cnc2cc(F)cc(O)c12. (3) Given the product Cc1ccccc1C1=CN(CCN2CCCC2)C(=O)C12CCN(C(=O)c1cc(C(F)(F)F)cc(C(F)(F)F)c1)CC2, predict the reactants needed to synthesize it. The reactants are: Cc1ccccc1C1=CNC(=O)C12CCN(C(=O)c1cc(C(F)(F)F)cc(C(F)(F)F)c1)CC2.ClCCN1CCCC1. (4) Given the product COC(=O)C(C)(C)Cc1c(Cc2ccc(Cl)cc2)c2ccc(OCc3ccc4ccccc4n3)cc2n1C, predict the reactants needed to synthesize it. The reactants are: BrCc1ccc2ccccc2n1.COC(=O)C(C)(C)Cc1c(Cc2ccc(Cl)cc2)c2ccc(O)cc2n1C. (5) The reactants are: CCOC(=O)/C(F)=C(/C)c1cc2c(cc1OCC)OC(C)(C)C=C2c1ccccc1. Given the product CCOc1cc2c(cc1/C(C)=C(/F)CO)C(c1ccccc1)=CC(C)(C)O2, predict the reactants needed to synthesize it. (6) Given the product Cc1cn(-c2ccc3c(N)nc(N)nc3c2)c2c1C(=O)CC(C)(C)C2, predict the reactants needed to synthesize it. The reactants are: Cc1c[nH]c2c1C(=O)CC(C)(C)C2.Nc1nc(N)c2ccc(F)cc2n1. (7) Given the product COC(=O)C1=C(C)N(c2cccc(C(F)(F)F)c2)c2n[nH]c(=O)n2C1c1ccc(C#N)cc1CN(C)C, predict the reactants needed to synthesize it. The reactants are: CNC.COC(=O)C1=C(C)N(c2cccc(C(F)(F)F)c2)c2n[nH]c(=O)n2C1c1ccc(C#N)cc1CBr. (8) The reactants are: CSc1ccc(/C=C2/C(C)=C(C=O)c3cc(F)ccc32)cc1. Given the product CSc1ccc(/C=C2/C(C)=C(CO)c3cc(F)ccc32)cc1, predict the reactants needed to synthesize it. (9) Given the product COC(=O)c1cnc(SC)c([N+](=O)[O-])c1, predict the reactants needed to synthesize it. The reactants are: COC(=O)c1cnc(Cl)c([N+](=O)[O-])c1.C[S-]. (10) Given the product O=S1CCN(c2nc(N3CCNCC3)nc3cccnc23)CC1, predict the reactants needed to synthesize it. The reactants are: C1CNCCN1.O=S1CCN(c2nc(Cl)nc3cccnc23)CC1.